This data is from Peptide-MHC class II binding affinity with 134,281 pairs from IEDB. The task is: Regression. Given a peptide amino acid sequence and an MHC pseudo amino acid sequence, predict their binding affinity value. This is MHC class II binding data. (1) The peptide sequence is LNYILWENNIKLTIV. The MHC is DRB1_1302 with pseudo-sequence DRB1_1302. The binding affinity (normalized) is 0.772. (2) The peptide sequence is AYKTAEGATPEAKYD. The MHC is DRB1_0401 with pseudo-sequence DRB1_0401. The binding affinity (normalized) is 0.634. (3) The peptide sequence is ASAAIFGHDGTVWAQ. The MHC is DRB1_1602 with pseudo-sequence DRB1_1602. The binding affinity (normalized) is 0.288.